Dataset: Catalyst prediction with 721,799 reactions and 888 catalyst types from USPTO. Task: Predict which catalyst facilitates the given reaction. (1) Reactant: [CH2:1](Br)[C:2]1[CH:7]=[CH:6][CH:5]=[CH:4][CH:3]=1.C([O-])([O-])=O.[K+].[K+].[CH3:15][O:16][C:17](=[O:27])[CH2:18][CH2:19][C:20]1[CH:25]=[CH:24][C:23]([OH:26])=[CH:22][CH:21]=1. Product: [CH3:15][O:16][C:17](=[O:27])[CH2:18][CH2:19][C:20]1[CH:25]=[CH:24][C:23]([O:26][CH2:1][C:2]2[CH:7]=[CH:6][CH:5]=[CH:4][CH:3]=2)=[CH:22][CH:21]=1. The catalyst class is: 21. (2) Reactant: [C:1]([O:5][C:6]([N:8]1[CH2:13][CH2:12][N:11]([C:14]2[C:21]([F:22])=[CH:20][CH:19]=[CH:18][C:15]=2[CH:16]=O)[CH2:10][CH2:9]1)=[O:7])([CH3:4])([CH3:3])[CH3:2].[CH3:23][C:24]([S@@:27]([NH2:29])=[O:28])([CH3:26])[CH3:25].[Na+].[Cl-]. Product: [C:1]([O:5][C:6]([N:8]1[CH2:13][CH2:12][N:11]([C:14]2[C:21]([F:22])=[CH:20][CH:19]=[CH:18][C:15]=2[CH:16]=[N:29][S@:27]([C:24]([CH3:26])([CH3:25])[CH3:23])=[O:28])[CH2:10][CH2:9]1)=[O:7])([CH3:4])([CH3:3])[CH3:2]. The catalyst class is: 1. (3) Reactant: C([O:3][C:4](=O)[C:5]([OH:19])([C:15]([F:18])([F:17])[F:16])[CH2:6][CH:7]([C:9]1[CH:14]=[CH:13][CH:12]=[CH:11][CH:10]=1)[CH3:8])C.[H-].[Al+3].[Li+].[H-].[H-].[H-].O. Product: [C:9]1([CH:7]([CH3:8])[CH2:6][C:5]([C:15]([F:16])([F:17])[F:18])([OH:19])[CH2:4][OH:3])[CH:10]=[CH:11][CH:12]=[CH:13][CH:14]=1. The catalyst class is: 27.